Dataset: Full USPTO retrosynthesis dataset with 1.9M reactions from patents (1976-2016). Task: Predict the reactants needed to synthesize the given product. (1) Given the product [C:21]([O:20][C:18]([N:8]1[CH:57]2[CH2:53][CH:54]([CH:55]=[CH:56]2)[O:9]1)=[O:19])([CH3:22])([CH3:23])[CH3:24], predict the reactants needed to synthesize it. The reactants are: C(=O)([O-])[O-].[Na+].[Na+].Cl.[NH2:8][OH:9].[C:18](O[C:18]([O:20][C:21]([CH3:24])([CH3:23])[CH3:22])=[O:19])([O:20][C:21]([CH3:24])([CH3:23])[CH3:22])=[O:19].C[Si](C#C)(C)C.I([O-])(=O)(=O)=O.C([N+](CCCC)(CCCC)CCCC)CCC.[CH:53]1[CH2:57][CH:56]=[CH:55][CH:54]=1. (2) The reactants are: Cl.[NH2:2][CH2:3][CH:4]([C:10]1[C:19]2[C:14](=[CH:15][CH:16]=[C:17]([O:20][CH3:21])[CH:18]=2)[CH:13]=[CH:12][CH:11]=1)[CH2:5][NH:6][C:7](=[O:9])[CH3:8].[C:22](Cl)(=[O:25])[CH2:23][CH3:24]. Given the product [C:7]([NH:6][CH2:5][CH:4]([C:10]1[C:19]2[C:14](=[CH:15][CH:16]=[C:17]([O:20][CH3:21])[CH:18]=2)[CH:13]=[CH:12][CH:11]=1)[CH2:3][NH:2][C:22](=[O:25])[CH2:23][CH3:24])(=[O:9])[CH3:8], predict the reactants needed to synthesize it. (3) Given the product [N+:7]([C:5]1[N:6]=[C:2]2[N:3]([CH:4]=1)[CH2:10][CH:11]([CH2:12][O:13][C:14]1[CH:19]=[CH:18][C:17]([O:20][C:21]([F:24])([F:23])[F:22])=[CH:16][CH:15]=1)[O:25]2)([O-:9])=[O:8], predict the reactants needed to synthesize it. The reactants are: Br[C:2]1[N:3]([CH2:10][CH:11]([OH:25])[CH2:12][O:13][C:14]2[CH:19]=[CH:18][C:17]([O:20][C:21]([F:24])([F:23])[F:22])=[CH:16][CH:15]=2)[CH:4]=[C:5]([N+:7]([O-:9])=[O:8])[N:6]=1.[H-].[Na+]. (4) Given the product [O:11]1[C:12]2[CH:18]=[CH:17][CH:16]=[CH:15][C:13]=2[N:14]=[C:10]1[NH:7][C:4]1[CH:5]=[CH:6][C:1]([NH2:8])=[CH:2][CH:3]=1, predict the reactants needed to synthesize it. The reactants are: [C:1]1([NH2:8])[CH:6]=[CH:5][C:4]([NH2:7])=[CH:3][CH:2]=1.Cl[C:10]1[O:11][C:12]2[CH:18]=[CH:17][CH:16]=[CH:15][C:13]=2[N:14]=1. (5) Given the product [CH3:12][O:11][C:7]1[CH:6]=[C:5]([C:3]2[CH:19]=[C:14]3[N:13]([CH:2]=2)[CH:18]=[CH:17][CH:16]=[CH:15]3)[CH:10]=[CH:9][CH:8]=1, predict the reactants needed to synthesize it. The reactants are: Br[CH2:2][C:3]([C:5]1[CH:10]=[CH:9][CH:8]=[C:7]([O:11][CH3:12])[CH:6]=1)=O.[N:13]1[CH:18]=[CH:17][CH:16]=[CH:15][C:14]=1[CH3:19].O.C(=O)([O-])[O-].[K+].[K+]. (6) Given the product [CH3:13][O:12][C:11]1[CH:10]=[C:9]([CH:17]=[CH:16][C:14]=1[O:15][CH:2]([CH2:5][CH3:6])[CH2:3][CH3:4])[CH:8]=[O:7], predict the reactants needed to synthesize it. The reactants are: Br[CH:2]([CH2:5][CH3:6])[CH2:3][CH3:4].[O:7]=[CH:8][C:9]1[CH:17]=[CH:16][C:14]([OH:15])=[C:11]([O:12][CH3:13])[CH:10]=1.C(=O)([O-])[O-].[K+].[K+]. (7) Given the product [F:14][C:2]([F:1])([F:13])[O:3][C:4]1[CH:5]=[C:6]2[C:10](=[CH:11][CH:12]=1)[NH:9][CH:8]=[C:7]2[C:21](=[O:23])[CH3:22], predict the reactants needed to synthesize it. The reactants are: [F:1][C:2]([F:14])([F:13])[O:3][C:4]1[CH:5]=[C:6]2[C:10](=[CH:11][CH:12]=1)[NH:9][CH:8]=[CH:7]2.[Cl-].C([Al+]CC)C.[C:21](Cl)(=[O:23])[CH3:22].C(O)(=O)CC(CC(O)=O)(C(O)=O)O.